This data is from Full USPTO retrosynthesis dataset with 1.9M reactions from patents (1976-2016). The task is: Predict the reactants needed to synthesize the given product. (1) Given the product [CH3:1][O:2][C:3](=[O:17])[C:4]1[CH:9]=[CH:8][C:7]([C:10]#[CH:11])=[CH:6][C:5]=1[Cl:16], predict the reactants needed to synthesize it. The reactants are: [CH3:1][O:2][C:3](=[O:17])[C:4]1[CH:9]=[CH:8][C:7]([C:10]#[C:11][Si](C)(C)C)=[CH:6][C:5]=1[Cl:16].[F-].C([N+](CCCC)(CCCC)CCCC)CCC. (2) Given the product [CH3:62][O:63][C:64]1[CH:69]=[C:68]([O:70][CH3:71])[CH:67]=[CH:66][C:65]=1[CH2:72][NH:73][C:2]1[C:11]2[C:6](=[C:7]([C:13]([O:15][CH2:16][CH3:17])=[O:14])[CH:8]=[C:9]([I:12])[CH:10]=2)[N:5]=[CH:4][N:3]=1, predict the reactants needed to synthesize it. The reactants are: O[C:2]1[C:11]2[C:6](=[C:7]([C:13]([O:15][CH2:16][CH3:17])=[O:14])[CH:8]=[C:9]([I:12])[CH:10]=2)[N:5]=[CH:4][N:3]=1.F[P-](F)(F)(F)(F)F.N1(O[P+](N2CCCC2)(N2CCCC2)N2CCCC2)C2C=CC=CC=2N=N1.N1CCCN2CCCCCC=12.[CH3:62][O:63][C:64]1[CH:69]=[C:68]([O:70][CH3:71])[CH:67]=[CH:66][C:65]=1[CH2:72][NH2:73]. (3) Given the product [Cl:8][C:6]1[N:5]=[C:4]([NH2:9])[N:3]=[C:2]([NH:13][CH2:10][CH2:11][CH3:12])[CH:7]=1, predict the reactants needed to synthesize it. The reactants are: Cl[C:2]1[CH:7]=[C:6]([Cl:8])[N:5]=[C:4]([NH2:9])[N:3]=1.[CH2:10]([NH2:13])[CH2:11][CH3:12]. (4) Given the product [Cl:1][CH2:2][CH2:3][CH2:4][CH2:5][CH2:6][CH2:7][CH2:8][CH2:9]/[CH:10]=[CH:11]/[C:12]([O:16][CH3:17])=[O:15], predict the reactants needed to synthesize it. The reactants are: [Cl:1][CH2:2][CH2:3][CH2:4][CH2:5][CH2:6][CH2:7][CH2:8][CH2:9][CH:10]=[CH2:11].[C:12]([O:16][CH3:17])(=[O:15])C=C.